Dataset: Reaction yield outcomes from USPTO patents with 853,638 reactions. Task: Predict the reaction yield, written as a fraction of the theoretical maximum amount of product (1.0 means a 100% yield; for example, 0.34 means a 34% yield). The reactants are Cl[CH2:2][CH2:3][CH2:4][S:5]([NH:8][C:9]1[CH:14]=[CH:13][C:12]([O:15][C:16]2[CH:21]=[CH:20][C:19]([CH2:22][CH3:23])=[CH:18][C:17]=2[O:24][CH3:25])=[C:11]([F:26])[CH:10]=1)(=[O:7])=[O:6].[NH:27]1[CH2:32][CH2:31][O:30][CH2:29][CH2:28]1.O. The catalyst is C(#N)C. The product is [CH2:22]([C:19]1[CH:20]=[CH:21][C:16]([O:15][C:12]2[CH:13]=[CH:14][C:9]([NH:8][S:5]([CH2:4][CH2:3][CH2:2][N:27]3[CH2:32][CH2:31][O:30][CH2:29][CH2:28]3)(=[O:7])=[O:6])=[CH:10][C:11]=2[F:26])=[C:17]([O:24][CH3:25])[CH:18]=1)[CH3:23]. The yield is 0.360.